Dataset: NCI-60 drug combinations with 297,098 pairs across 59 cell lines. Task: Regression. Given two drug SMILES strings and cell line genomic features, predict the synergy score measuring deviation from expected non-interaction effect. (1) Drug 1: CN1CCC(CC1)COC2=C(C=C3C(=C2)N=CN=C3NC4=C(C=C(C=C4)Br)F)OC. Drug 2: C1=NC(=NC(=O)N1C2C(C(C(O2)CO)O)O)N. Cell line: MALME-3M. Synergy scores: CSS=5.82, Synergy_ZIP=0.432, Synergy_Bliss=4.53, Synergy_Loewe=0.273, Synergy_HSA=0.524. (2) Drug 1: C1CCN(CC1)CCOC2=CC=C(C=C2)C(=O)C3=C(SC4=C3C=CC(=C4)O)C5=CC=C(C=C5)O. Drug 2: CC1=C(C(=CC=C1)Cl)NC(=O)C2=CN=C(S2)NC3=CC(=NC(=N3)C)N4CCN(CC4)CCO. Cell line: EKVX. Synergy scores: CSS=10.6, Synergy_ZIP=-0.120, Synergy_Bliss=1.26, Synergy_Loewe=-12.6, Synergy_HSA=-1.67. (3) Drug 1: C1CC(=O)NC(=O)C1N2C(=O)C3=CC=CC=C3C2=O. Drug 2: COC1=C2C(=CC3=C1OC=C3)C=CC(=O)O2. Cell line: SNB-75. Synergy scores: CSS=-0.619, Synergy_ZIP=0.973, Synergy_Bliss=-1.21, Synergy_Loewe=-1.54, Synergy_HSA=-2.72.